Dataset: NCI-60 drug combinations with 297,098 pairs across 59 cell lines. Task: Regression. Given two drug SMILES strings and cell line genomic features, predict the synergy score measuring deviation from expected non-interaction effect. (1) Drug 1: C1C(C(OC1N2C=NC3=C(N=C(N=C32)Cl)N)CO)O. Drug 2: C1=NC2=C(N=C(N=C2N1C3C(C(C(O3)CO)O)O)F)N. Cell line: A498. Synergy scores: CSS=10.4, Synergy_ZIP=-3.80, Synergy_Bliss=1.45, Synergy_Loewe=-9.00, Synergy_HSA=-1.88. (2) Drug 1: CC(C1=C(C=CC(=C1Cl)F)Cl)OC2=C(N=CC(=C2)C3=CN(N=C3)C4CCNCC4)N. Drug 2: CC1=C(C=C(C=C1)NC2=NC=CC(=N2)N(C)C3=CC4=NN(C(=C4C=C3)C)C)S(=O)(=O)N.Cl. Cell line: NCI-H322M. Synergy scores: CSS=-0.0840, Synergy_ZIP=1.44, Synergy_Bliss=4.53, Synergy_Loewe=0.553, Synergy_HSA=1.47.